From a dataset of CYP3A4 inhibition data for predicting drug metabolism from PubChem BioAssay. Regression/Classification. Given a drug SMILES string, predict its absorption, distribution, metabolism, or excretion properties. Task type varies by dataset: regression for continuous measurements (e.g., permeability, clearance, half-life) or binary classification for categorical outcomes (e.g., BBB penetration, CYP inhibition). Dataset: cyp3a4_veith. (1) The molecule is O=C(Oc1ccccc1)N1CCC[C@@]2(CCN(c3ccccn3)C2)C1. The result is 1 (inhibitor). (2) The molecule is COc1ccc(NC(=O)Cn2cccc2)c(OC)c1. The result is 0 (non-inhibitor). (3) The drug is Cc1ccc(C(=O)Nc2ccc(Cc3ccncc3)cc2)cc1[N+](=O)[O-]. The result is 1 (inhibitor). (4) The compound is CCN1C(=O)[C@H]2CC[C@H]3/C(=N\O[C@@H](C)c4cn([C@H]5COC[C@H]5O)nn4)C[C@@H](O)[C@@H](O)[C@@H]3[C@@H]2C1=O. The result is 0 (non-inhibitor). (5) The compound is CN(Cc1ccccc1)C(=O)CC(c1ccccc1)c1cc(Cl)ccc1O. The result is 1 (inhibitor). (6) The compound is CNc1ncncc1-c1ccccc1CN(C)C. The result is 1 (inhibitor). (7) The compound is COCC(=O)Nc1ccc(-c2cn3cccnc3n2)cc1. The result is 0 (non-inhibitor). (8) The drug is O=C(NCC1CCC(C(=O)O)CC1)OCc1ccccc1. The result is 0 (non-inhibitor). (9) The compound is CN(C)S(=O)(=O)Oc1cccc(C(=O)Nc2ccc(Cl)c(Cl)c2)c1. The result is 1 (inhibitor).